Predict the product of the given reaction. From a dataset of Forward reaction prediction with 1.9M reactions from USPTO patents (1976-2016). (1) Given the reactants [O:1]=[C:2]1[C:11]2[C:6](=[CH:7][CH:8]=[C:9]([C:12]#[C:13][CH2:14][C:15]3[CH:20]=[CH:19][CH:18]=[CH:17][CH:16]=3)[CH:10]=2)[CH:5]=[CH:4][N:3]1[CH2:21][C:22]1[CH:30]=[CH:29][C:25]([C:26](O)=[O:27])=[CH:24][CH:23]=1.CCN=C=NCCCN(C)C.Cl.C1C=CC2N(O)N=NC=2C=1.[NH2:53][N:54]1[CH2:59][CH2:58][CH2:57][CH2:56][CH2:55]1.C([O-])(O)=O.[Na+], predict the reaction product. The product is: [O:1]=[C:2]1[C:11]2[C:6](=[CH:7][CH:8]=[C:9]([C:12]#[C:13][CH2:14][C:15]3[CH:20]=[CH:19][CH:18]=[CH:17][CH:16]=3)[CH:10]=2)[CH:5]=[CH:4][N:3]1[CH2:21][C:22]1[CH:30]=[CH:29][C:25]([C:26]([NH:53][N:54]2[CH2:59][CH2:58][CH2:57][CH2:56][CH2:55]2)=[O:27])=[CH:24][CH:23]=1. (2) Given the reactants [NH2:1][C:2]1[CH:3]=[N:4][CH:5]=[CH:6][C:7]=1[Cl:8].N1C=CC=CC=1.Cl[C:16](OC1C=CC=CC=1)=[O:17].C([O-])([O-])=O.[K+].[K+].[F:31][C:32]1([F:48])[O:36][C:35]2[CH:37]=[CH:38][C:39]([CH2:41][N:42]3[CH2:47][CH2:46][NH:45][CH2:44][CH2:43]3)=[CH:40][C:34]=2[O:33]1, predict the reaction product. The product is: [Cl:8][C:7]1[CH:6]=[CH:5][N:4]=[CH:3][C:2]=1[NH:1][C:16]([N:45]1[CH2:44][CH2:43][N:42]([CH2:41][C:39]2[CH:38]=[CH:37][C:35]3[O:36][C:32]([F:31])([F:48])[O:33][C:34]=3[CH:40]=2)[CH2:47][CH2:46]1)=[O:17].